This data is from Forward reaction prediction with 1.9M reactions from USPTO patents (1976-2016). The task is: Predict the product of the given reaction. (1) The product is: [NH2:1][C:2]1[C:7]([C:8]([NH2:9])=[O:23])=[C:6]([NH:10][C:11]2[CH:12]=[C:13]([O:19][CH3:20])[CH:14]=[C:15]([O:17][CH3:18])[CH:16]=2)[N:5]=[C:4]([S:21][CH3:22])[N:3]=1. Given the reactants [NH2:1][C:2]1[C:7]([C:8]#[N:9])=[C:6]([NH:10][C:11]2[CH:16]=[C:15]([O:17][CH3:18])[CH:14]=[C:13]([O:19][CH3:20])[CH:12]=2)[N:5]=[C:4]([S:21][CH3:22])[N:3]=1.[OH-:23].[Na+].OO, predict the reaction product. (2) The product is: [ClH:1].[CH:36]1([S:39]([C:42]2[CH:43]=[CH:44][C:45]([N:48]3[C:52](=[O:53])[CH2:51][C:50]4([CH2:54][CH2:55][N:56]([CH2:4][C@H:3]([OH:2])[C:24]5[CH:33]=[CH:32][C:27]6[C:28](=[O:31])[O:29][CH2:30][C:26]=6[C:25]=5[CH3:34])[CH2:57][CH2:58]4)[CH2:49]3)=[CH:46][CH:47]=2)(=[O:40])=[O:41])[CH2:37][CH2:38]1. Given the reactants [ClH:1].[OH:2][C@H:3]([C:24]1[CH:33]=[CH:32][C:27]2[C:28](=[O:31])[O:29][CH2:30][C:26]=2[C:25]=1[CH3:34])[CH2:4]N1CCC2(CN(C3SC(S(C)(=O)=O)=NN=3)CC2)CC1.Cl.[CH:36]1([S:39]([C:42]2[CH:47]=[CH:46][C:45]([N:48]3[C:52](=[O:53])[CH2:51][C:50]4([CH2:58][CH2:57][NH:56][CH2:55][CH2:54]4)[CH2:49]3)=[CH:44][CH:43]=2)(=[O:41])=[O:40])[CH2:38][CH2:37]1.CC1C([C@@H]2CO2)=CC=C2C=1COC2=O, predict the reaction product.